Dataset: Catalyst prediction with 721,799 reactions and 888 catalyst types from USPTO. Task: Predict which catalyst facilitates the given reaction. (1) Reactant: [CH3:1][N:2]([CH2:4][C-:5]1[CH:9]=[CH:8][CH:7]=[CH:6]1)[CH3:3].[CH-]1C=CC=C1.[Fe+2:15].C([Li])CCC.CN(CCN(C)C)C.C(=O)=O.CC(C)=O.Cl[Si:37]([C:50]1[CH:55]=[CH:54][CH:53]=[CH:52][CH:51]=1)([C:44]1[CH:49]=[CH:48][CH:47]=[CH:46][CH:45]=1)[C:38]1[CH:43]=[CH:42][CH:41]=[CH:40][CH:39]=1.C(OCC)C. Product: [CH3:1][N:2]([CH2:4][C-:5]1[CH:9]=[CH:8][CH:7]=[C:6]1[Si:37]([C:44]1[CH:45]=[CH:46][CH:47]=[CH:48][CH:49]=1)([C:50]1[CH:55]=[CH:54][CH:53]=[CH:52][CH:51]=1)[C:38]1[CH:39]=[CH:40][CH:41]=[CH:42][CH:43]=1)[CH3:3].[C-:5]1([Si:37]([C:44]2[CH:45]=[CH:46][CH:47]=[CH:48][CH:49]=2)([C:50]2[CH:55]=[CH:54][CH:53]=[CH:52][CH:51]=2)[C:38]2[CH:39]=[CH:40][CH:41]=[CH:42][CH:43]=2)[CH:6]=[CH:7][CH:8]=[CH:9]1.[Fe+2:15]. The catalyst class is: 1. (2) The catalyst class is: 5. Reactant: C[O:2][C:3]([C:5]1[CH:10]=[CH:9][N:8]2[N:11]=[CH:12][N:13]=[C:7]2[CH:6]=1)=[O:4].[Li+].[OH-].Cl. Product: [N:13]1[CH:12]=[N:11][N:8]2[CH:9]=[CH:10][C:5]([C:3]([OH:4])=[O:2])=[CH:6][C:7]=12. (3) Reactant: C([O-])(=O)C.[NH4+].C([BH3-])#[N:7].[Na+].O=[C:11]([CH3:23])[CH2:12][CH2:13][CH2:14][CH2:15][C:16]([O:18][C:19]([CH3:22])([CH3:21])[CH3:20])=[O:17].[Cl-].[Na+]. Product: [NH2:7][CH:15]([CH2:14][CH2:13][CH2:12][CH2:11][CH3:23])[C:16]([O:18][C:19]([CH3:22])([CH3:21])[CH3:20])=[O:17]. The catalyst class is: 24. (4) Reactant: [CH2:1]1[NH:6][CH2:5][CH2:4][N:3]2[C@@H:7]([CH2:11][OH:12])[CH2:8][CH2:9][CH2:10][C@@H:2]12.CCN(CC)CC.Cl[C:21]1[C:22]([C:27]#[N:28])=[N:23][CH:24]=[CH:25][N:26]=1. Product: [OH:12][CH2:11][C@@H:7]1[N:3]2[CH2:4][CH2:5][N:6]([C:21]3[C:22]([C:27]#[N:28])=[N:23][CH:24]=[CH:25][N:26]=3)[CH2:1][C@@H:2]2[CH2:10][CH2:9][CH2:8]1. The catalyst class is: 76. (5) Reactant: [NH:1]1[CH:5]=[N:4][C:3]([SH:6])=[N:2]1.I[CH2:8][CH2:9][OH:10].C(N(CC)CC)C. Product: [NH:1]1[CH:5]=[N:4][C:3]([S:6][CH2:8][CH2:9][OH:10])=[N:2]1. The catalyst class is: 8. (6) Reactant: [CH3:1][C:2]([CH3:25])([CH3:24])[CH2:3][CH2:4][N:5]1[C:9]2[N:10]=[C:11]([C:14]#[N:15])[N:12]=[CH:13][C:8]=2[CH:7]=[C:6]1[CH:16]=[CH:17][C:18]1[CH:23]=[CH:22][CH:21]=[CH:20][CH:19]=1. Product: [CH3:1][C:2]([CH3:25])([CH3:24])[CH2:3][CH2:4][N:5]1[C:9]2[N:10]=[C:11]([C:14]#[N:15])[N:12]=[CH:13][C:8]=2[CH:7]=[C:6]1[CH2:16][CH2:17][C:18]1[CH:19]=[CH:20][CH:21]=[CH:22][CH:23]=1. The catalyst class is: 5. (7) Reactant: [C:1]([N:4]1[C:12]2[C:7](=[CH:8][CH:9]=[CH:10][CH:11]=2)[CH2:6][C:5]1=[O:13])(=[O:3])[CH3:2].[CH3:14][CH2:15][O:16][C:17](OCC)(OCC)[C:18]1[CH:23]=[CH:22][CH:21]=[CH:20][CH:19]=1. Product: [C:1]([N:4]1[C:12]2[C:7](=[CH:8][CH:9]=[CH:10][CH:11]=2)[C:6](=[C:17]([O:16][CH2:15][CH3:14])[C:18]2[CH:23]=[CH:22][CH:21]=[CH:20][CH:19]=2)[C:5]1=[O:13])(=[O:3])[CH3:2]. The catalyst class is: 152. (8) The catalyst class is: 9. Reactant: [C:1]([O:5][C:6]([NH:8][C@H:9]([C:12]([OH:14])=[O:13])[CH2:10][OH:11])=[O:7])([CH3:4])([CH3:3])[CH3:2].[H-].[Na+].Cl[C:18]1[C:23]([N+:24]([O-:26])=[O:25])=[CH:22][CH:21]=[CH:20][N:19]=1.O. Product: [C:1]([O:5][C:6]([NH:8][C@H:9]([C:12]([OH:14])=[O:13])[CH2:10][O:11][C:18]1[C:23]([N+:24]([O-:26])=[O:25])=[CH:22][CH:21]=[CH:20][N:19]=1)=[O:7])([CH3:4])([CH3:2])[CH3:3].